From a dataset of Orexin1 receptor HTS with 218,158 compounds and 233 confirmed actives. Binary Classification. Given a drug SMILES string, predict its activity (active/inactive) in a high-throughput screening assay against a specified biological target. (1) The drug is O=C1N(C(=O)NC21CCCC2)CCC(=O)Nc1c(cc(cc1)C)C. The result is 0 (inactive). (2) The drug is S(Cc1[nH]c(SCC(=O)Nc2ccc(cc2)C)nc(=O)c1)c1ccc(cc1)C. The result is 0 (inactive). (3) The compound is FC(F)c1n2ncc(C(=O)N3CCN(CC3)Cc3cc4OCOc4cc3)c2nc(c1)c1ccccc1. The result is 0 (inactive). (4) The drug is O=C(N1CCc2c1cccc2)C1C(CC=CC1)C(O)=O. The result is 0 (inactive). (5) The molecule is O=C1CC(C\C(=N\NC(=O)COc2c(cccc2)C)C1)(C)C. The result is 0 (inactive). (6) The molecule is S=C(NCc1ccc(OC)cc1)NCc1ccc(F)cc1. The result is 0 (inactive). (7) The result is 0 (inactive). The compound is O=c1n(c(/N=C\N(C)C)cc(=O)[nH]1)C.